This data is from Full USPTO retrosynthesis dataset with 1.9M reactions from patents (1976-2016). The task is: Predict the reactants needed to synthesize the given product. (1) Given the product [Cl:7][C:8]1[N:13]=[C:12]2[N:14]=[C:15]([S:17]([CH3:18])(=[O:1])=[O:20])[NH:16][C:11]2=[CH:10][C:9]=1[Cl:19], predict the reactants needed to synthesize it. The reactants are: [OH:1]OS([O-])=O.[K+].[Cl:7][C:8]1[N:13]=[C:12]2[NH:14][CH:15]([S:17][CH3:18])[NH:16][C:11]2=[CH:10][C:9]=1[Cl:19].[OH2:20]. (2) Given the product [C:1]([O:5][C:6]([NH:8][CH2:9][C:10]#[C:11][C:12]1[CH:21]=[CH:20][C:15]([C:16]([OH:18])=[O:17])=[CH:14][CH:13]=1)=[O:7])([CH3:4])([CH3:2])[CH3:3], predict the reactants needed to synthesize it. The reactants are: [C:1]([O:5][C:6]([NH:8][CH2:9][C:10]#[C:11][C:12]1[CH:21]=[CH:20][C:15]([C:16]([O:18]C)=[O:17])=[CH:14][CH:13]=1)=[O:7])([CH3:4])([CH3:3])[CH3:2].[OH-].[Na+]. (3) Given the product [F:1][C:2]1[CH:7]=[CH:6][CH:5]=[C:4]([F:8])[C:3]=1[O:9][C:11]1[CH:16]=[CH:15][CH:14]=[CH:13][C:12]=1[N+:17]([O-:19])=[O:18].[F:20][C:21]1[CH:34]=[CH:33][CH:32]=[C:31]([F:35])[C:22]=1[O:23][C:24]1[CH:30]=[CH:29][CH:28]=[CH:27][C:25]=1[NH:26][C:3]([NH:36][C:37]1[S:38][CH:39]=[CH:40][N:41]=1)=[O:9], predict the reactants needed to synthesize it. The reactants are: [F:1][C:2]1[CH:7]=[CH:6][CH:5]=[C:4]([F:8])[C:3]=1[OH:9].F[C:11]1[CH:16]=[CH:15][CH:14]=[CH:13][C:12]=1[N+:17]([O-:19])=[O:18].[F:20][C:21]1[CH:34]=[CH:33][CH:32]=[C:31]([F:35])[C:22]=1[O:23][C:24]1[CH:30]=[CH:29][CH:28]=[CH:27][C:25]=1[NH2:26].[NH2:36][C:37]1[S:38][CH:39]=[CH:40][N:41]=1. (4) Given the product [CH2:89]([O:21][C:19](=[O:20])[C:102]([CH2:97][C:98]([N:49]1[CH2:45][CH2:43][O:44][CH2:51][CH2:50]1)=[O:33])([CH2:101][CH2:100][CH2:99][C:1]1[CH:2]=[CH:3][CH:4]=[CH:5][CH:6]=1)[C:103]([OH:105])=[O:104])[CH3:91], predict the reactants needed to synthesize it. The reactants are: [CH:1]1(N=C=N)[CH2:6][CH2:5][CH2:4][CH2:3][CH2:2]1.N1(C(=O)CC(=C)[C:19]([OH:21])=[O:20])CCOCC1.C1C=CC2N([OH:33])N=NC=2C=1.O1C2C=CC=CC=2N=C1[C:43]([C@@H:45]([NH:49][C:50](=O)[CH:51](CS(CC1C=CC=CC=1C(F)(F)F)(=O)=O)CS(CC1C=CC=CC=1C(F)(F)F)(=O)=O)CCC)=[O:44].CCN([CH:89]([CH3:91])C)C(C)C.CC(OI1(OC(C)=O)(OC(C)=O)[O:105][C:103](=[O:104])[C:102]2[CH:101]=[CH:100][CH:99]=[CH:98][C:97]1=2)=O.